This data is from Catalyst prediction with 721,799 reactions and 888 catalyst types from USPTO. The task is: Predict which catalyst facilitates the given reaction. (1) Reactant: [CH3:1][N:2]([CH3:43])[C:3]1[CH:42]=[CH:41][C:6]([C:7]([NH:9][C:10]2[C:11]([F:40])=[C:12]([C:16]3[C:28]4[C:27]5[C:22](=[CH:23][C:24]([N:29]6[CH2:34][CH2:33][O:32][CH2:31][CH2:30]6)=[CH:25][CH:26]=5)[NH:21][C:20]=4[C:19]([C:35]([O:37]CC)=[O:36])=[N:18][CH:17]=3)[CH:13]=[CH:14][CH:15]=2)=[O:8])=[CH:5][CH:4]=1.[OH-].[Na+]. Product: [CH3:1][N:2]([CH3:43])[C:3]1[CH:4]=[CH:5][C:6]([C:7]([NH:9][C:10]2[C:11]([F:40])=[C:12]([C:16]3[C:28]4[C:27]5[C:22](=[CH:23][C:24]([N:29]6[CH2:30][CH2:31][O:32][CH2:33][CH2:34]6)=[CH:25][CH:26]=5)[NH:21][C:20]=4[C:19]([C:35]([OH:37])=[O:36])=[N:18][CH:17]=3)[CH:13]=[CH:14][CH:15]=2)=[O:8])=[CH:41][CH:42]=1. The catalyst class is: 5. (2) Reactant: [CH:1]1[C:9]2[N:8]3[C:10]([C@@H:13]4[C@H:17]([CH3:18])[CH2:16][C:15](=O)[CH2:14]4)=[CH:11][N:12]=[C:7]3[CH:6]=[N:5][C:4]=2[NH:3][CH:2]=1.[NH:20]1[CH2:25][CH2:24][CH:23]([C:26]#[N:27])[CH2:22][CH2:21]1.C(O)(=O)C.C(O[BH-](OC(=O)C)OC(=O)C)(=O)C.[Na+]. Product: [CH:1]1[C:9]2[N:8]3[C:10]([C@@H:13]4[C@H:17]([CH3:18])[CH2:16][C@H:15]([N:20]5[CH2:25][CH2:24][CH:23]([C:26]#[N:27])[CH2:22][CH2:21]5)[CH2:14]4)=[CH:11][N:12]=[C:7]3[CH:6]=[N:5][C:4]=2[NH:3][CH:2]=1. The catalyst class is: 61. (3) Reactant: [Mg].Br[C:3]1[CH:8]=[CH:7][C:6]([F:9])=[CH:5][C:4]=1[F:10].[C:11]1([P:17](Cl)([C:19]2[CH:24]=[CH:23][CH:22]=[CH:21][CH:20]=2)=[O:18])[CH:16]=[CH:15][CH:14]=[CH:13][CH:12]=1.[Cl-].[NH4+]. Product: [F:10][C:4]1[CH:5]=[C:6]([F:9])[CH:7]=[CH:8][C:3]=1[P:17](=[O:18])([C:19]1[CH:20]=[CH:21][CH:22]=[CH:23][CH:24]=1)[C:11]1[CH:16]=[CH:15][CH:14]=[CH:13][CH:12]=1. The catalyst class is: 7. (4) Reactant: [Cl:1][C:2]1[CH:30]=[CH:29][C:5]([CH2:6][C:7]2[C:8]([C:27]#[N:28])=[C:9]([C:17]3[CH:22]=[CH:21][N:20]=[C:19]([NH:23]C(=O)C)[CH:18]=3)[S:10][C:11]=2[C:12]2[NH:16][CH:15]=[N:14][N:13]=2)=[CH:4][CH:3]=1.[OH-].[Na+]. Product: [NH2:23][C:19]1[CH:18]=[C:17]([C:9]2[S:10][C:11]([C:12]3[NH:16][CH:15]=[N:14][N:13]=3)=[C:7]([CH2:6][C:5]3[CH:4]=[CH:3][C:2]([Cl:1])=[CH:30][CH:29]=3)[C:8]=2[C:27]#[N:28])[CH:22]=[CH:21][N:20]=1. The catalyst class is: 7.